This data is from Full USPTO retrosynthesis dataset with 1.9M reactions from patents (1976-2016). The task is: Predict the reactants needed to synthesize the given product. (1) Given the product [CH2:1]([C@H:8]1[N:13]([C:14]([C:16]2[N:17]=[CH:18][N:19]([CH:27]3[CH2:32][CH2:31][CH2:30][N:29]([CH2:47][CH:48]4[CH2:50][CH2:49]4)[CH2:28]3)[C:20]=2[C:21]2[CH:26]=[CH:25][CH:24]=[CH:23][CH:22]=2)=[O:15])[CH2:12][CH2:11][N:10]([C:33]([O:35][C:36]([CH3:39])([CH3:38])[CH3:37])=[O:34])[CH2:9]1)[C:2]1[CH:7]=[CH:6][CH:5]=[CH:4][CH:3]=1, predict the reactants needed to synthesize it. The reactants are: [CH2:1]([C@H:8]1[N:13]([C:14]([C:16]2[N:17]=[CH:18][N:19]([CH:27]3[CH2:32][CH2:31][CH2:30][NH:29][CH2:28]3)[C:20]=2[C:21]2[CH:26]=[CH:25][CH:24]=[CH:23][CH:22]=2)=[O:15])[CH2:12][CH2:11][N:10]([C:33]([O:35][C:36]([CH3:39])([CH3:38])[CH3:37])=[O:34])[CH2:9]1)[C:2]1[CH:7]=[CH:6][CH:5]=[CH:4][CH:3]=1.C(=O)([O-])[O-].[K+].[K+].Br[CH2:47][CH:48]1[CH2:50][CH2:49]1. (2) Given the product [CH3:34][C:24]1[CH:29]=[CH:28][C:27]([S:30]([O:15][CH2:14][C@H:11]2[CH2:10][CH2:9][C@H:8]([NH:7][C:6]([O:5][C:1]([CH3:4])([CH3:2])[CH3:3])=[O:16])[CH2:13][CH2:12]2)(=[O:32])=[O:31])=[CH:26][CH:25]=1, predict the reactants needed to synthesize it. The reactants are: [C:1]([O:5][C:6](=[O:16])[NH:7][C@H:8]1[CH2:13][CH2:12][C@H:11]([CH2:14][OH:15])[CH2:10][CH2:9]1)([CH3:4])([CH3:3])[CH3:2].C(N(CC)CC)C.[C:24]1([CH3:34])[CH:29]=[CH:28][C:27]([S:30](Cl)(=[O:32])=[O:31])=[CH:26][CH:25]=1.O. (3) Given the product [C:1]([O:5][C:6]([N:8]1[CH2:13][C@H:12]2[C@H:10]([CH2:11]2)[C@H:9]1[CH2:14][NH:15][C:25]([C:24]1[CH:23]=[CH:22][CH:21]=[C:20]2[O:16][CH2:17][CH2:18][C:19]=12)=[O:26])=[O:7])([CH3:4])([CH3:3])[CH3:2], predict the reactants needed to synthesize it. The reactants are: [C:1]([O:5][C:6]([N:8]1[CH2:13][C@H:12]2[C@H:10]([CH2:11]2)[C@H:9]1[CH2:14][NH2:15])=[O:7])([CH3:4])([CH3:3])[CH3:2].[O:16]1[C:20]2=[CH:21][CH:22]=[CH:23][C:24]([C:25](O)=[O:26])=[C:19]2[CH2:18][CH2:17]1. (4) Given the product [O:1]=[C:2]1[CH2:11][CH2:10][C:9]2[C:4](=[CH:5][C:6]([CH:12]=[O:14])=[CH:7][CH:8]=2)[NH:3]1, predict the reactants needed to synthesize it. The reactants are: [O:1]=[C:2]1[CH2:11][CH2:10][C:9]2[C:4](=[CH:5][C:6]([C:12]#N)=[CH:7][CH:8]=2)[NH:3]1.[OH2:14]. (5) Given the product [CH2:23]([N:30]1[CH2:2][CH2:3][N:4]2[N:5]=[C:6]([C:14]3[CH:15]=[CH:16][C:17]([F:20])=[CH:18][CH:19]=3)[CH:7]=[C:8]2[C:9]1=[O:11])[C:24]1[CH:29]=[CH:28][CH:27]=[CH:26][CH:25]=1, predict the reactants needed to synthesize it. The reactants are: Br[CH2:2][CH2:3][N:4]1[C:8]([C:9]([O:11]CC)=O)=[CH:7][C:6]([C:14]2[CH:19]=[CH:18][C:17]([F:20])=[CH:16][CH:15]=2)=[N:5]1.[I-].[K+].[CH2:23]([NH2:30])[C:24]1[CH:29]=[CH:28][CH:27]=[CH:26][CH:25]=1. (6) Given the product [BrH:29].[Br:41][C:38]1[CH:39]=[CH:40][C:32]2[C:31]3[N:28]=[C:26]([NH:25][C:2]([CH3:24])([CH3:1])[CH2:3][NH2:4])[S:27][C:30]=3[CH2:36][CH2:35][O:34][C:33]=2[CH:37]=1, predict the reactants needed to synthesize it. The reactants are: [CH3:1][C:2]([NH:25][C:26]([NH2:28])=[S:27])([CH3:24])[CH2:3][NH:4]C(C1C=CC=CC=1)(C1C=CC=CC=1)C1C=CC=CC=1.[Br:29][CH:30]1[CH2:36][CH2:35][O:34][C:33]2[CH:37]=[C:38]([Br:41])[CH:39]=[CH:40][C:32]=2[C:31]1=O. (7) The reactants are: [S:1]1[C:5]2[CH:6]=[CH:7][C:8]([CH:10]([C:21]3[C:29]4[C:24](=[C:25]([CH2:30][S:31][CH3:32])[CH:26]=[CH:27][CH:28]=4)[NH:23][CH:22]=3)[CH:11]3C(=O)O[C:14](C)([CH3:18])[O:13][C:12]3=[O:20])=[CH:9][C:4]=2[CH:3]=[CH:2]1.ClC1C=CC(C(C2C3C(=C(CSC)C(F)=CC=3)NC=2)CC(OCC)=O)=CC=1. Given the product [S:1]1[C:5]2[CH:6]=[CH:7][C:8]([CH:10]([C:21]3[C:29]4[C:24](=[C:25]([CH2:30][S:31][CH3:32])[CH:26]=[CH:27][CH:28]=4)[NH:23][CH:22]=3)[CH2:11][C:12]([O:13][CH2:14][CH3:18])=[O:20])=[CH:9][C:4]=2[CH:3]=[CH:2]1, predict the reactants needed to synthesize it.